From a dataset of NCI-60 drug combinations with 297,098 pairs across 59 cell lines. Regression. Given two drug SMILES strings and cell line genomic features, predict the synergy score measuring deviation from expected non-interaction effect. (1) Cell line: M14. Drug 2: C1CN1C2=NC(=NC(=N2)N3CC3)N4CC4. Synergy scores: CSS=25.5, Synergy_ZIP=0.211, Synergy_Bliss=3.10, Synergy_Loewe=1.92, Synergy_HSA=2.74. Drug 1: CC1=C(C(=CC=C1)Cl)NC(=O)C2=CN=C(S2)NC3=CC(=NC(=N3)C)N4CCN(CC4)CCO. (2) Drug 1: C1=NC2=C(N1)C(=S)N=C(N2)N. Drug 2: C(CC(=O)O)C(=O)CN.Cl. Cell line: HOP-92. Synergy scores: CSS=24.8, Synergy_ZIP=-10.5, Synergy_Bliss=-5.69, Synergy_Loewe=-4.65, Synergy_HSA=-3.62.